Dataset: Catalyst prediction with 721,799 reactions and 888 catalyst types from USPTO. Task: Predict which catalyst facilitates the given reaction. Reactant: [H-].[Na+].[Cl:3][C:4]1[CH:5]=[C:6]([CH2:11][C:12]#[N:13])[CH:7]=[CH:8][C:9]=1[Cl:10].Br[CH2:15][CH2:16][CH2:17][C:18]([O:20][CH2:21][CH3:22])=[O:19]. Product: [C:12]([CH:11]([C:6]1[CH:7]=[CH:8][C:9]([Cl:10])=[C:4]([Cl:3])[CH:5]=1)[CH2:15][CH2:16][CH2:17][C:18]([O:20][CH2:21][CH3:22])=[O:19])#[N:13]. The catalyst class is: 1.